This data is from Forward reaction prediction with 1.9M reactions from USPTO patents (1976-2016). The task is: Predict the product of the given reaction. (1) Given the reactants [NH2:1][C:2]1[CH:7]=[CH:6][C:5]([Cl:8])=[CH:4][C:3]=1[C:9]([C:11]1[C:12]([CH3:17])=[N:13][CH:14]=[CH:15][CH:16]=1)=[O:10].[C:18]([C:21]1[CH:26]=[CH:25][C:24]([S:27](Cl)(=[O:29])=[O:28])=[CH:23][CH:22]=1)(=[O:20])[CH3:19], predict the reaction product. The product is: [C:18]([C:21]1[CH:22]=[CH:23][C:24]([S:27]([NH:1][C:2]2[CH:7]=[CH:6][C:5]([Cl:8])=[CH:4][C:3]=2[C:9]([C:11]2[C:12]([CH3:17])=[N:13][CH:14]=[CH:15][CH:16]=2)=[O:10])(=[O:29])=[O:28])=[CH:25][CH:26]=1)(=[O:20])[CH3:19]. (2) Given the reactants [C:1]1([C:7]2[CH:8]=[N:9][N:10]3[CH:15]=[C:14]([C:16]4[CH:21]=[CH:20][C:19]([CH2:22][CH2:23][CH:24]=[O:25])=[CH:18][CH:17]=4)[CH:13]=[N:12][C:11]=23)[CH:6]=[CH:5][CH:4]=[CH:3][CH:2]=1.CC(CC)=C.[OH:31]P([O-])(O)=O.[Na+].Cl([O-])=O.[Na+], predict the reaction product. The product is: [C:1]1([C:7]2[CH:8]=[N:9][N:10]3[CH:15]=[C:14]([C:16]4[CH:17]=[CH:18][C:19]([CH2:22][CH2:23][C:24]([OH:31])=[O:25])=[CH:20][CH:21]=4)[CH:13]=[N:12][C:11]=23)[CH:2]=[CH:3][CH:4]=[CH:5][CH:6]=1.